From a dataset of Human Reference Interactome with 51,813 positive PPI pairs across 8,248 proteins, plus equal number of experimentally-validated negative pairs. Binary Classification. Given two protein amino acid sequences, predict whether they physically interact or not. (1) Protein 1 (ENSG00000143590) has sequence MAAAPLLLLLLLVPVPLLPLLAQGPGGALGNRHAVYWNSSNQHLRREGYTVQVNVNDYLDIYCPHYNSSGVGPGAGPGPGGGAEQYVLYMVSRNGYRTCNASQGFKRWECNRPHAPHSPIKFSEKFQRYSAFSLGYEFHAGHEYYYISTPTHNLHWKCLRMKVFVCCASTSHSGEKPVPTLPQFTMGPNVKINVLEDFEGENPQVPKLEKSISGTSPKREHLPLAVGIAFFLMTFLAS*. Protein 2 (ENSG00000188425) has sequence MQLPPFDMWKDYFNLSQVVWALIASRGQRLETQEIEEPSPGPPLGQDQGLGAPGANGGLGTLCNFCKHNGESRHVYSSHQLKTPDGVVVCPILRHYVCPVCGATGDQAHTLKYCPLNGGQQSLYRRSGRNSAGRRVKR*. Result: 0 (the proteins do not interact). (2) Protein 1 (ENSG00000068028) has sequence MGEAEAPSFEMTWSSTTSSGYCSQEDSDSELEQYFTARTSLARRPRRDQDEPVEWETPDLSQAEIEQKIKEYNAQINSNLFMSLNKDGSYTGFIKVQLKLVRPVSVPSSKKPPSLQDARRGPGRGTSVRRRTSFYLPKDAVKHLHVLSRTRAREVIEALLRKFLVVDDPRKFALFERAERHGQVYLRKLLDDEQPLRLRLLAGPSDKALSFVLKENDSGEVNWDAFSMPELHNFLRILQREEEEHLRQILQKYSYCRQKIQEALHACPLG*MSGEPELIELRELAPAGRAGKGRTRLERA.... Protein 2 (ENSG00000171161) has sequence MFATSGAVAAGKPYSCSECGKSFCYSSVLLRHERAHGGDGRFRCLECGERCARAADLRAHRRTHAGQTLYICSECGQSFRHSGRLDLHLGAHRQRCRTCPCRTCGRRFPHLPALLLHRRRQHLPERPRRCPLCARTFRQSALLFHQARAHPLGTTSDPAAPPHRCAQCPRAFRSGAGLRSHARIHVSRSPTRPRVSDAHQCGVCGKCFGKSSTLTRHLQTHSGEKPFKCPECGKGFLESATLVRHQRTHTGEKPYACGDCGRCFSESSTLLRHRRSHQGERPHACATCGKGFGQRSDLVV.... Result: 0 (the proteins do not interact).